Task: Regression/Classification. Given a drug SMILES string, predict its absorption, distribution, metabolism, or excretion properties. Task type varies by dataset: regression for continuous measurements (e.g., permeability, clearance, half-life) or binary classification for categorical outcomes (e.g., BBB penetration, CYP inhibition). Dataset: cyp1a2_veith.. Dataset: CYP1A2 inhibition data for predicting drug metabolism from PubChem BioAssay (1) The molecule is Cc1cc(C)c(S(=O)(=O)Nc2c(C)[nH]c(=O)[nH]c2=O)c(C)c1. The result is 0 (non-inhibitor). (2) The drug is O=C(O)c1cc(N=Cc2ccccc2O)cc(C(=O)O)c1. The result is 0 (non-inhibitor). (3) The molecule is CN(C)c1nc(N)c(C(=O)N=C(N)N)nc1Cl. The result is 1 (inhibitor). (4) The molecule is CC(C)CO/N=C1/C[C@@H](O)[C@@H](O)[C@H]2[C@@H]1CC[C@@H]1C(=O)N(C[C@@H]3CCCO3)C(=O)[C@H]12. The result is 0 (non-inhibitor). (5) The drug is COCCn1c(=O)c(-c2ccc(Cl)cc2)nc2cnc(N3CCNCC3)nc21. The result is 1 (inhibitor). (6) The compound is CCCCNc1cc(=O)n(C)c(=O)n1C. The result is 1 (inhibitor).